Predict the reaction yield, written as a fraction of the theoretical maximum amount of product (1.0 means a 100% yield; for example, 0.34 means a 34% yield). From a dataset of Reaction yield outcomes from USPTO patents with 853,638 reactions. (1) The reactants are [Br:1][C:2]1[CH:3]=[C:4]([CH:8]=[C:9]([Br:23])[C:10]=1[O:11][C:12]1[CH:17]=[CH:16][C:15]([O:18]C)=[C:14]([CH:20]([CH3:22])[CH3:21])[CH:13]=1)[C:5](O)=[O:6].[CH3:24][N:25]([CH3:40])[C:26]1[CH:35]=[CH:34][CH:33]=[C:32]2[C:27]=1[CH:28]=[CH:29][CH:30]=[C:31]2[S:36]([NH2:39])(=[O:38])=[O:37]. No catalyst specified. The product is [Br:23][C:9]1[CH:8]=[C:4]([CH:3]=[C:2]([Br:1])[C:10]=1[O:11][C:12]1[CH:17]=[CH:16][C:15]([OH:18])=[C:14]([CH:20]([CH3:21])[CH3:22])[CH:13]=1)[C:5]([C:30]1[CH:29]=[CH:28][C:27]2[C:32](=[CH:33][CH:34]=[CH:35][C:26]=2[N:25]([CH3:24])[CH3:40])[C:31]=1[S:36]([NH2:39])(=[O:38])=[O:37])=[O:6]. The yield is 0.340. (2) The reactants are [CH2:1]([O:8][C:9]([NH:11][C@@H:12]([CH2:16][CH2:17][CH2:18][NH:19][CH:20]1[CH2:25][CH2:24][N:23]([C:26]([O:28][C:29]([CH3:32])([CH3:31])[CH3:30])=[O:27])[CH2:22][CH2:21]1)[C:13](O)=[O:14])=[O:10])[C:2]1[CH:7]=[CH:6][CH:5]=[CH:4][CH:3]=1.CCN=C=NCCCN(C)C.C(N(C(C)C)C(C)C)C. The catalyst is CN(C=O)C.CCOC(C)=O. The product is [CH2:1]([O:8][C:9]([NH:11][C@H:12]1[CH2:16][CH2:17][CH2:18][N:19]([CH:20]2[CH2:21][CH2:22][N:23]([C:26]([O:28][C:29]([CH3:31])([CH3:32])[CH3:30])=[O:27])[CH2:24][CH2:25]2)[C:13]1=[O:14])=[O:10])[C:2]1[CH:7]=[CH:6][CH:5]=[CH:4][CH:3]=1. The yield is 0.645. (3) The reactants are O.[OH-].[Li+].C([O:6][C:7](=O)[CH2:8][C:9]1[N:13]2[CH:14]=[C:15]([CH2:18][N:19]([CH3:21])[CH3:20])[CH:16]=[CH:17][C:12]2=[N:11][CH:10]=1)C.FC(F)(F)C(O)=O.C(N1C=CN=C1)([N:32]1C=CN=C1)=O. The catalyst is O1CCOCC1.O. The product is [CH3:20][N:19]([CH2:18][C:15]1[CH:16]=[CH:17][C:12]2[N:13]([C:9]([CH2:8][C:7]([NH2:32])=[O:6])=[CH:10][N:11]=2)[CH:14]=1)[CH3:21]. The yield is 0.760. (4) The reactants are Cl[C:2]1[N:11]([CH3:12])[C:10](=[O:13])[C:9]2[C:4](=[CH:5][CH:6]=[CH:7][C:8]=2[O:14][CH3:15])[N:3]=1.[CH2:16]([NH:19][CH2:20][CH2:21][CH3:22])[CH2:17][CH3:18]. The catalyst is O1CCCC1.O. The product is [CH2:16]([N:19]([CH2:20][CH2:21][CH3:22])[C:2]1[N:11]([CH3:12])[C:10](=[O:13])[C:9]2[C:4](=[CH:5][CH:6]=[CH:7][C:8]=2[O:14][CH3:15])[N:3]=1)[CH2:17][CH3:18]. The yield is 0.450. (5) The reactants are [CH2:1]([C:3]1[C:8](=[O:9])[NH:7][C:6]([CH3:10])=[C:5]([C:11]2[S:15][C:14]([S:16](Cl)(=[O:18])=[O:17])=[CH:13][CH:12]=2)[CH:4]=1)[CH3:2].[O:20]1[CH:24]=[CH:23][CH:22]=[C:21]1[CH2:25][NH2:26]. No catalyst specified. The product is [O:20]1[CH:24]=[CH:23][CH:22]=[C:21]1[CH2:25][NH:26][S:16]([C:14]1[S:15][C:11]([C:5]2[CH:4]=[C:3]([CH2:1][CH3:2])[C:8](=[O:9])[NH:7][C:6]=2[CH3:10])=[CH:12][CH:13]=1)(=[O:18])=[O:17]. The yield is 0.780. (6) The reactants are Cl[C:2]1[C:7]([I:8])=[CH:6][N:5]=[CH:4][N:3]=1.[CH:9]1([NH2:12])[CH2:11][CH2:10]1.C(=O)([O-])[O-].[Cs+].[Cs+]. The catalyst is CN(C=O)C.C(Cl)Cl. The product is [CH:9]1([NH:12][C:2]2[C:7]([I:8])=[CH:6][N:5]=[CH:4][N:3]=2)[CH2:11][CH2:10]1. The yield is 0.790.